The task is: Predict the product of the given reaction.. This data is from Forward reaction prediction with 1.9M reactions from USPTO patents (1976-2016). (1) The product is: [CH3:33][O:34][CH2:35][CH2:36][CH2:37][NH:38][C:23](=[O:25])[C@H:18]([CH2:19][CH:20]([CH3:21])[CH3:22])[NH:17][C:10]([O:12][C:13]([CH3:14])([CH3:15])[CH3:16])=[O:11]. Given the reactants ClC(OCC(C)C)=O.O.[C:10]([NH:17][C@H:18]([C:23]([OH:25])=O)[CH2:19][CH:20]([CH3:22])[CH3:21])([O:12][C:13]([CH3:16])([CH3:15])[CH3:14])=[O:11].CN1CCOCC1.[CH3:33][O:34][CH2:35][CH2:36][CH2:37][NH2:38], predict the reaction product. (2) Given the reactants [NH2:1][CH2:2][CH2:3][C:4]1[C:12]2[C:7](=[CH:8][CH:9]=[CH:10][CH:11]=2)[NH:6][CH:5]=1.S1C=CC=[C:14]1CCN.[CH3:21][O:22][C:23]1[CH:24]=[C:25]([CH2:31][C:32](O)=O)[CH:26]=[CH:27][C:28]=1[O:29][CH3:30].COC1C=CC(OC)=CC=1CC(O)=O, predict the reaction product. The product is: [CH3:21][O:22][C:23]1[CH:24]=[C:25]2[C:26](=[CH:27][C:28]=1[O:29][CH3:30])[CH2:14][N:1]1[CH2:2][CH2:3][C:4]3[C:12]4[C:7](=[CH:8][CH:9]=[CH:10][CH:11]=4)[NH:6][C:5]=3[C@@H:32]1[CH2:31]2.